Predict the reaction yield, written as a fraction of the theoretical maximum amount of product (1.0 means a 100% yield; for example, 0.34 means a 34% yield). From a dataset of Reaction yield outcomes from USPTO patents with 853,638 reactions. The reactants are [OH:1][NH2:2].[OH-].[Na+].[Br:5][C:6]1[CH:7]=[C:8]([C:12]#[C:13][C:14]([O:16]C)=O)[CH:9]=[CH:10][CH:11]=1. The catalyst is O.CO.C1COCC1. The product is [Br:5][C:6]1[CH:7]=[C:8]([C:12]2[O:1][N:2]=[C:14]([OH:16])[CH:13]=2)[CH:9]=[CH:10][CH:11]=1. The yield is 0.870.